This data is from NCI-60 drug combinations with 297,098 pairs across 59 cell lines. The task is: Regression. Given two drug SMILES strings and cell line genomic features, predict the synergy score measuring deviation from expected non-interaction effect. (1) Drug 1: CC(CN1CC(=O)NC(=O)C1)N2CC(=O)NC(=O)C2. Drug 2: CC=C1C(=O)NC(C(=O)OC2CC(=O)NC(C(=O)NC(CSSCCC=C2)C(=O)N1)C(C)C)C(C)C. Cell line: SR. Synergy scores: CSS=82.8, Synergy_ZIP=-3.01, Synergy_Bliss=-4.47, Synergy_Loewe=-3.33, Synergy_HSA=-0.887. (2) Drug 1: CC1=C2C(C(=O)C3(C(CC4C(C3C(C(C2(C)C)(CC1OC(=O)C(C(C5=CC=CC=C5)NC(=O)C6=CC=CC=C6)O)O)OC(=O)C7=CC=CC=C7)(CO4)OC(=O)C)O)C)OC(=O)C. Drug 2: CC12CCC3C(C1CCC2OP(=O)(O)O)CCC4=C3C=CC(=C4)OC(=O)N(CCCl)CCCl.[Na+]. Cell line: 786-0. Synergy scores: CSS=46.9, Synergy_ZIP=18.0, Synergy_Bliss=18.1, Synergy_Loewe=9.63, Synergy_HSA=18.2. (3) Drug 1: C1C(C(OC1N2C=C(C(=O)NC2=O)F)CO)O. Drug 2: CC1=C(C(CCC1)(C)C)C=CC(=CC=CC(=CC(=O)O)C)C. Cell line: U251. Synergy scores: CSS=24.5, Synergy_ZIP=-0.581, Synergy_Bliss=-0.726, Synergy_Loewe=-46.9, Synergy_HSA=-3.98. (4) Drug 1: C1CCN(CC1)CCOC2=CC=C(C=C2)C(=O)C3=C(SC4=C3C=CC(=C4)O)C5=CC=C(C=C5)O. Drug 2: CN1CCC(CC1)COC2=C(C=C3C(=C2)N=CN=C3NC4=C(C=C(C=C4)Br)F)OC. Cell line: OVCAR-5. Synergy scores: CSS=4.68, Synergy_ZIP=-4.24, Synergy_Bliss=0.990, Synergy_Loewe=-7.42, Synergy_HSA=-0.689. (5) Drug 1: CC1=CC2C(CCC3(C2CCC3(C(=O)C)OC(=O)C)C)C4(C1=CC(=O)CC4)C. Drug 2: CCCCC(=O)OCC(=O)C1(CC(C2=C(C1)C(=C3C(=C2O)C(=O)C4=C(C3=O)C=CC=C4OC)O)OC5CC(C(C(O5)C)O)NC(=O)C(F)(F)F)O. Cell line: HCT116. Synergy scores: CSS=5.86, Synergy_ZIP=-2.13, Synergy_Bliss=0.294, Synergy_Loewe=-0.166, Synergy_HSA=2.20. (6) Drug 1: CC12CCC(CC1=CCC3C2CCC4(C3CC=C4C5=CN=CC=C5)C)O. Drug 2: C1=CC(=CC=C1C#N)C(C2=CC=C(C=C2)C#N)N3C=NC=N3. Cell line: SK-OV-3. Synergy scores: CSS=7.23, Synergy_ZIP=1.55, Synergy_Bliss=4.54, Synergy_Loewe=3.52, Synergy_HSA=3.92. (7) Drug 1: C1CC(=O)NC(=O)C1N2CC3=C(C2=O)C=CC=C3N. Drug 2: CCCS(=O)(=O)NC1=C(C(=C(C=C1)F)C(=O)C2=CNC3=C2C=C(C=N3)C4=CC=C(C=C4)Cl)F. Cell line: KM12. Synergy scores: CSS=1.36, Synergy_ZIP=-1.51, Synergy_Bliss=-3.89, Synergy_Loewe=-7.28, Synergy_HSA=-7.01. (8) Drug 1: CC12CCC3C(C1CCC2O)C(CC4=C3C=CC(=C4)O)CCCCCCCCCS(=O)CCCC(C(F)(F)F)(F)F. Drug 2: C1=NC2=C(N=C(N=C2N1C3C(C(C(O3)CO)O)F)Cl)N. Cell line: SN12C. Synergy scores: CSS=23.6, Synergy_ZIP=1.58, Synergy_Bliss=5.74, Synergy_Loewe=-16.4, Synergy_HSA=1.21. (9) Drug 1: CC12CCC(CC1=CCC3C2CCC4(C3CC=C4C5=CN=CC=C5)C)O. Drug 2: C1CC(=O)NC(=O)C1N2CC3=C(C2=O)C=CC=C3N. Cell line: SK-MEL-5. Synergy scores: CSS=-6.27, Synergy_ZIP=0.681, Synergy_Bliss=-4.01, Synergy_Loewe=-8.01, Synergy_HSA=-6.48. (10) Synergy scores: CSS=11.0, Synergy_ZIP=0.740, Synergy_Bliss=-6.49, Synergy_Loewe=-74.9, Synergy_HSA=-12.9. Drug 2: C1=NC2=C(N=C(N=C2N1C3C(C(C(O3)CO)O)F)Cl)N. Cell line: CCRF-CEM. Drug 1: CCCCCOC(=O)NC1=NC(=O)N(C=C1F)C2C(C(C(O2)C)O)O.